Dataset: Reaction yield outcomes from USPTO patents with 853,638 reactions. Task: Predict the reaction yield, written as a fraction of the theoretical maximum amount of product (1.0 means a 100% yield; for example, 0.34 means a 34% yield). (1) The reactants are C(N(CC)CC)C.[N:8]1([C:14]2[N:19]=[CH:18][C:17]([S:20](Cl)(=[O:22])=[O:21])=[CH:16][CH:15]=2)[CH2:13][CH2:12][O:11][CH2:10][CH2:9]1.[CH:24]([O:37][C:38]1[C:39]2[C:51](=[O:52])[N:50]([CH2:53][C:54]3[CH:59]=[CH:58][C:57]([F:60])=[CH:56][CH:55]=3)[CH2:49][C:40]=2[C:41]([OH:48])=[C:42]2[C:47]=1[N:46]=[CH:45][CH:44]=[CH:43]2)([C:31]1[CH:36]=[CH:35][CH:34]=[CH:33][CH:32]=1)[C:25]1[CH:30]=[CH:29][CH:28]=[CH:27][CH:26]=1.CCOC(C)=O.CCCCCC. The catalyst is CN(C1C=CN=CC=1)C.CCOC(C)=O. The product is [CH:24]([O:37][C:38]1[C:39]2[C:51](=[O:52])[N:50]([CH2:53][C:54]3[CH:59]=[CH:58][C:57]([F:60])=[CH:56][CH:55]=3)[CH2:49][C:40]=2[C:41]([O:48][S:20]([C:17]2[CH:18]=[N:19][C:14]([N:8]3[CH2:9][CH2:10][O:11][CH2:12][CH2:13]3)=[CH:15][CH:16]=2)(=[O:22])=[O:21])=[C:42]2[C:47]=1[N:46]=[CH:45][CH:44]=[CH:43]2)([C:25]1[CH:30]=[CH:29][CH:28]=[CH:27][CH:26]=1)[C:31]1[CH:32]=[CH:33][CH:34]=[CH:35][CH:36]=1. The yield is 0.590. (2) The reactants are [OH:1][C@H:2]([CH2:28][OH:29])[CH2:3][O:4][C:5]1[CH:6]=[CH:7][C:8]2[C:20](=[O:21])[C:19]3[C:18]4[C:13](=[C:14]([OH:24])[C:15]([C:22]#[N:23])=[CH:16][CH:17]=4)[NH:12][C:11]=3[C:10]([CH3:26])([CH3:25])[C:9]=2[CH:27]=1.[CH3:30][Si](C=[N+]=[N-])(C)C.C(N(C(C)C)CC)(C)C. The catalyst is CO.C(Cl)(Cl)Cl. The product is [OH:1][C@H:2]([CH2:28][OH:29])[CH2:3][O:4][C:5]1[CH:6]=[CH:7][C:8]2[C:20](=[O:21])[C:19]3[C:18]4[C:13](=[C:14]([O:24][CH3:30])[C:15]([C:22]#[N:23])=[CH:16][CH:17]=4)[NH:12][C:11]=3[C:10]([CH3:26])([CH3:25])[C:9]=2[CH:27]=1. The yield is 0.620. (3) The reactants are [CH2:1]([NH:3][C:4]1[CH:9]=[CH:8][C:7]([C:10]([OH:19])([C:15]([F:18])([F:17])[F:16])[C:11]([F:14])([F:13])[F:12])=[CH:6][CH:5]=1)[CH3:2].Cl[CH2:21][C:22]1[N:23]=[C:24]([C:28]2[CH:33]=[CH:32][CH:31]=[C:30]([C:34]([F:37])([F:36])[F:35])[CH:29]=2)[O:25][C:26]=1[CH3:27]. The catalyst is CN(C=O)C. The product is [CH2:1]([N:3]([CH2:21][C:22]1[N:23]=[C:24]([C:28]2[CH:33]=[CH:32][CH:31]=[C:30]([C:34]([F:37])([F:36])[F:35])[CH:29]=2)[O:25][C:26]=1[CH3:27])[C:4]1[CH:5]=[CH:6][C:7]([C:10]([OH:19])([C:11]([F:13])([F:14])[F:12])[C:15]([F:16])([F:18])[F:17])=[CH:8][CH:9]=1)[CH3:2]. The yield is 0.530. (4) The reactants are [F:1][C:2]1[CH:7]=[C:6]([CH:8]=O)[CH:5]=[C:4]([F:10])[C:3]=1[N:11]1[CH2:16][CH2:15][N:14]([C:17]([O:19][C:20]([CH3:23])([CH3:22])[CH3:21])=[O:18])[CH2:13][CH2:12]1.[CH3:24][N:25]1[CH2:30][CH2:29][NH:28][CH2:27][CH2:26]1.[BH3-]C#N.[Na+]. The catalyst is CO. The product is [F:1][C:2]1[CH:7]=[C:6]([CH2:8][N:28]2[CH2:29][CH2:30][N:25]([CH3:24])[CH2:26][CH2:27]2)[CH:5]=[C:4]([F:10])[C:3]=1[N:11]1[CH2:16][CH2:15][N:14]([C:17]([O:19][C:20]([CH3:23])([CH3:22])[CH3:21])=[O:18])[CH2:13][CH2:12]1. The yield is 0.400. (5) The reactants are [Br:1][C:2]1[CH:17]=[CH:16][C:5]2[CH:6]=[CH:7][C:8]3[CH:15]=[CH:14][CH:13]=[CH:12][C:9]=3[NH:10][CH2:11][C:4]=2[CH:3]=1.CCN(CC)CC.Cl[C:26](=[O:34])[CH2:27][CH2:28][CH2:29][C:30]([O:32][CH3:33])=[O:31]. The catalyst is C(Cl)Cl. The product is [Br:1][C:2]1[CH:17]=[CH:16][C:5]2[CH:6]=[CH:7][C:8]3[CH:15]=[CH:14][CH:13]=[CH:12][C:9]=3[N:10]([C:26](=[O:34])[CH2:27][CH2:28][CH2:29][C:30]([O:32][CH3:33])=[O:31])[CH2:11][C:4]=2[CH:3]=1. The yield is 0.900. (6) The reactants are Cl.O1[C:6]2([CH2:11][CH2:10][CH:9]([N:12]3[CH2:17][CH2:16][O:15][CH2:14][CH2:13]3)[CH2:8][CH2:7]2)[O:5]CC1.Cl.C([O-])(O)=O.[Na+]. The catalyst is C1COCC1. The product is [N:12]1([CH:9]2[CH2:8][CH2:7][C:6](=[O:5])[CH2:11][CH2:10]2)[CH2:13][CH2:14][O:15][CH2:16][CH2:17]1. The yield is 0.470.